This data is from Full USPTO retrosynthesis dataset with 1.9M reactions from patents (1976-2016). The task is: Predict the reactants needed to synthesize the given product. (1) Given the product [CH2:17]([NH:16][C:4]1[C:5]2[N:11]=[C:10]([NH:3][CH2:4][CH2:5][CH3:6])[N:9]=[C:8]([NH:13][CH2:14][CH3:15])[C:6]=2[N:7]=[C:2]([NH:22][CH2:19][CH2:20][CH3:21])[N:3]=1)[CH3:18], predict the reactants needed to synthesize it. The reactants are: Cl[C:2]1[N:3]=[C:4]([NH:16][CH2:17][CH3:18])[C:5]2[N:11]=[C:10](Cl)[N:9]=[C:8]([NH:13][CH2:14][CH3:15])[C:6]=2[N:7]=1.[CH2:19]([NH2:22])[CH2:20][CH3:21]. (2) Given the product [F:1][C:2]1[CH:3]=[C:4]([C@@H:8]2[N:12]([C:13]([O:15][C:16]([CH3:17])([CH3:18])[CH3:19])=[O:14])[C@:11]([CH3:25])([C:20]([O:22][CH2:23][CH3:24])=[O:21])[CH2:10][CH2:9]2)[CH:5]=[N:6][CH:7]=1, predict the reactants needed to synthesize it. The reactants are: [F:1][C:2]1[CH:3]=[C:4]([C@@H:8]2[N:12]([C:13]([O:15][C:16]([CH3:19])([CH3:18])[CH3:17])=[O:14])[C@H:11]([C:20]([O:22][CH2:23][CH3:24])=[O:21])[CH2:10][CH2:9]2)[CH:5]=[N:6][CH:7]=1.[CH3:25][Si]([N-][Si](C)(C)C)(C)C.[K+].C1(C)C=CC=CC=1.CI.[Na+].[Cl-]. (3) Given the product [F:1][C:2]1[CH:3]=[C:4]([C:8]2[C:12]3=[N:13][C:14]([Cl:39])=[CH:15][CH:16]=[C:11]3[NH:10][N:9]=2)[CH:5]=[CH:6][CH:7]=1, predict the reactants needed to synthesize it. The reactants are: [F:1][C:2]1[CH:3]=[C:4]([C:8]2[C:12]3=[N+:13]([O-])[CH:14]=[CH:15][CH:16]=[C:11]3[N:10](C(C3C=CC=CC=3)(C3C=CC=CC=3)C3C=CC=CC=3)[N:9]=2)[CH:5]=[CH:6][CH:7]=1.P(Cl)(Cl)([Cl:39])=O. (4) Given the product [C:25]([O:24][C@@H:23]1[C@@H:28]([O:29][C:30](=[O:32])[CH3:31])[C@H:33]([O:34][C:35](=[O:37])[CH3:36])[C@@H:38]([CH2:40][O:41][C:42](=[O:44])[CH3:43])[O:39][C@H:22]1[O:1][C:2]1[CH:17]=[CH:16][CH:15]=[CH:14][C:3]=1[CH2:4][C:5]1[CH:13]=[CH:12][C:8]([C:9](=[O:10])[NH2:11])=[CH:7][CH:6]=1)(=[O:27])[CH3:26], predict the reactants needed to synthesize it. The reactants are: [OH:1][C:2]1[CH:17]=[CH:16][CH:15]=[CH:14][C:3]=1[CH2:4][C:5]1[CH:13]=[CH:12][C:8]([C:9]([NH2:11])=[O:10])=[CH:7][CH:6]=1.C(O[C@@H:22]1[O:39][C@H:38]([CH2:40][O:41][C:42](=[O:44])[CH3:43])[C@@H:33]([O:34][C:35](=[O:37])[CH3:36])[C@H:28]([O:29][C:30](=[O:32])[CH3:31])[C@H:23]1[O:24][C:25](=[O:27])[CH3:26])(=O)C. (5) Given the product [F:13][C:12]([F:15])([F:14])[C:9]1([C:5]2[CH:4]=[C:3]([CH:8]=[CH:7][CH:6]=2)[CH2:2][N:20]2[C:16](=[O:26])[C:17]3[C:18](=[CH:22][CH:23]=[CH:24][CH:25]=3)[C:19]2=[O:21])[NH:11][NH:10]1, predict the reactants needed to synthesize it. The reactants are: Br[CH2:2][C:3]1[CH:4]=[C:5]([C:9]2([C:12]([F:15])([F:14])[F:13])[N:11]=[N:10]2)[CH:6]=[CH:7][CH:8]=1.[C:16]1(=[O:26])[NH:20][C:19](=[O:21])[C:18]2=[CH:22][CH:23]=[CH:24][CH:25]=[C:17]12.[K]. (6) Given the product [Br:15][C:16]1[CH:17]=[C:18]([C:24]2([C:30]([CH:2]([C:3]([O:5][CH2:6][CH3:7])=[O:4])[C:1]([O:9][CH2:10][CH3:11])=[O:8])=[O:31])[CH2:25][CH2:26][O:27][CH2:28][CH2:29]2)[CH:19]=[CH:20][C:21]=1[O:22][CH3:23], predict the reactants needed to synthesize it. The reactants are: [C:1]([O:9][CH2:10][CH3:11])(=[O:8])[CH2:2][C:3]([O:5][CH2:6][CH3:7])=[O:4].[Mg+2].[Cl-].[Cl-].[Br:15][C:16]1[CH:17]=[C:18]([C:24]2([C:30](O)=[O:31])[CH2:29][CH2:28][O:27][CH2:26][CH2:25]2)[CH:19]=[CH:20][C:21]=1[O:22][CH3:23].S(Cl)(Cl)=O. (7) Given the product [C:1]([C:5]1[O:9][N:8]=[C:7]([NH:10][C:11]([NH:13][C:14]2[CH:19]=[CH:18][CH:17]=[C:16]([S:20][C:22]3[C:31]4[C:26](=[CH:27][CH:28]=[C:29]([O:32][CH3:33])[CH:30]=4)[N:25]=[CH:24][N:23]=3)[CH:15]=2)=[O:12])[CH:6]=1)([CH3:4])([CH3:2])[CH3:3], predict the reactants needed to synthesize it. The reactants are: [C:1]([C:5]1[O:9][N:8]=[C:7]([NH:10][C:11]([NH:13][C:14]2[CH:19]=[CH:18][CH:17]=[C:16]([SH:20])[CH:15]=2)=[O:12])[CH:6]=1)([CH3:4])([CH3:3])[CH3:2].Cl[C:22]1[C:31]2[C:26](=[CH:27][CH:28]=[C:29]([O:32][CH3:33])[CH:30]=2)[N:25]=[CH:24][N:23]=1. (8) Given the product [Cl:12][C:13]1[CH:14]=[CH:15][C:16]2[CH:20]=[C:19]([S:21]([N:9]3[CH2:8][CH2:7][NH:6][CH:5]([CH2:4][CH:3]([CH3:11])[CH3:2])[CH2:10]3)(=[O:23])=[O:22])[S:18][C:17]=2[CH:25]=1, predict the reactants needed to synthesize it. The reactants are: Cl.[CH3:2][CH:3]([CH3:11])[CH2:4][CH:5]1[CH2:10][NH:9][CH2:8][CH2:7][NH:6]1.[Cl:12][C:13]1[CH:14]=[CH:15][C:16]2[CH:20]=[C:19]([S:21](Cl)(=[O:23])=[O:22])[S:18][C:17]=2[CH:25]=1.C(N(CC)CC)C. (9) Given the product [NH2:6][C:7]1[N:27]=[CH:26][C:25]2[CH:24]=[CH:23][C:12]3=[N:13][CH:14]=[C:15]([C:17]4[CH:18]=[N:19][N:20]([CH3:22])[CH:21]=4)[CH:16]=[C:11]3[C:10](=[O:28])[C:9]=2[CH:8]=1, predict the reactants needed to synthesize it. The reactants are: COC1C=C(OC)C=CC=1C[NH:6][C:7]1[N:27]=[CH:26][C:25]2[CH:24]=[CH:23][C:12]3=[N:13][CH:14]=[C:15]([C:17]4[CH:18]=[N:19][N:20]([CH3:22])[CH:21]=4)[CH:16]=[C:11]3[C:10](=[O:28])[C:9]=2[CH:8]=1.C(O)(C(F)(F)F)=O. (10) Given the product [C:22]([C:14]1([NH:13][C:9](=[O:11])[CH2:8][CH2:7][CH:1]2[CH2:2][CH2:3][CH2:4][CH2:5][CH2:6]2)[CH2:19][CH2:18][N:17]([CH2:20][CH3:21])[CH2:16][CH2:15]1)#[N:23], predict the reactants needed to synthesize it. The reactants are: [CH:1]1([CH2:7][CH2:8][C:9]([OH:11])=O)[CH2:6][CH2:5][CH2:4][CH2:3][CH2:2]1.Cl.[NH2:13][C:14]1([C:22]#[N:23])[CH2:19][CH2:18][N:17]([CH2:20][CH3:21])[CH2:16][CH2:15]1.CN(C(ON1N=NC2C=CC=NC1=2)=[N+](C)C)C.F[P-](F)(F)(F)(F)F.C(N(CC)C(C)C)(C)C.